The task is: Predict which catalyst facilitates the given reaction.. This data is from Catalyst prediction with 721,799 reactions and 888 catalyst types from USPTO. (1) Reactant: I([O-])(=O)(=O)=O.[Na+].[OH:7][C:8]1(CO)[CH:14]=[CH:13][C:12]2[CH:15]=[C:16]([C:19]([O:21][CH3:22])=[O:20])[CH:17]=[CH:18][C:11]=2[O:10][CH2:9]1. Product: [O:7]=[C:8]1[CH:14]=[CH:13][C:12]2[CH:15]=[C:16]([C:19]([O:21][CH3:22])=[O:20])[CH:17]=[CH:18][C:11]=2[O:10][CH2:9]1. The catalyst class is: 38. (2) The catalyst class is: 5. Product: [C:34]1([CH:25]([C:19]2[CH:20]=[CH:21][CH:22]=[CH:23][CH:24]=2)[C@H:26]([O:30][CH2:31][CH:32]=[CH2:33])[CH2:27][CH:28]=[CH2:29])[CH:35]=[CH:36][CH:37]=[CH:38][CH:39]=1. Reactant: C1(C(C2C=CC=CC=2)[C@H](O)CC=C)C=CC=CC=1.[C:19]1([CH:25]([C:34]2[CH:39]=[CH:38][CH:37]=[CH:36][CH:35]=2)[C@@H:26]([O:30][CH2:31][CH:32]=[CH2:33])[CH2:27][CH:28]=[CH2:29])[CH:24]=[CH:23][CH:22]=[CH:21][CH:20]=1. (3) Reactant: C([Li])CCC.Br[C:7]1[CH:8]=[CH:9][C:10]([CH2:13][O:14][CH2:15][C@H:16]2[CH2:18][C@@H:17]2[CH:19]2[CH2:24][CH2:23][N:22]([C:25]([O:27][C:28]([CH3:31])([CH3:30])[CH3:29])=[O:26])[CH2:21][CH2:20]2)=[N:11][CH:12]=1.[CH3:32][S:33]SC. Product: [CH3:32][S:33][C:7]1[CH:8]=[CH:9][C:10]([CH2:13][O:14][CH2:15][C@H:16]2[CH2:18][C@@H:17]2[CH:19]2[CH2:24][CH2:23][N:22]([C:25]([O:27][C:28]([CH3:31])([CH3:30])[CH3:29])=[O:26])[CH2:21][CH2:20]2)=[N:11][CH:12]=1. The catalyst class is: 1. (4) The catalyst class is: 4. Reactant: [NH2:1][C@@H:2]([C:4]1[N:5]([C:16]2[CH:21]=[CH:20][C:19]([O:22][CH2:23][CH3:24])=[CH:18][CH:17]=2)[C:6](=[O:15])[C:7]2[CH2:13][CH2:12][CH2:11][N:10]([CH3:14])[C:8]=2[N:9]=1)[CH3:3].FC(F)(F)[C:27]([OH:29])=[O:28]. Product: [C:7]([O:29][C:27](=[O:28])[NH:1][C@@H:2]([C:4]1[N:5]([C:16]2[CH:17]=[CH:18][C:19]([O:22][CH2:23][CH3:24])=[CH:20][CH:21]=2)[C:6](=[O:15])[C:7]2[CH2:13][CH2:12][CH2:11][N:10]([CH3:14])[C:8]=2[N:9]=1)[CH3:3])([CH3:13])([CH3:8])[CH3:6]. (5) Reactant: [C:1]([O:5][C:6]([N:8]1[C:16]2[C:11](=[CH:12][C:13]([F:17])=[CH:14][CH:15]=2)[CH:10]=[C:9]1B(O)O)=[O:7])([CH3:4])([CH3:3])[CH3:2].[Cl:21][C:22]1[N:27]=[C:26](I)[C:25]([NH:29][C:30](=[O:36])[O:31][C:32]([CH3:35])([CH3:34])[CH3:33])=[CH:24][CH:23]=1.C([O-])([O-])=O.[Cs+].[Cs+]. Product: [C:32]([O:31][C:30]([NH:29][C:25]1[C:26]([C:9]2[N:8]([C:6]([O:5][C:1]([CH3:4])([CH3:3])[CH3:2])=[O:7])[C:16]3[C:11]([CH:10]=2)=[CH:12][C:13]([F:17])=[CH:14][CH:15]=3)=[N:27][C:22]([Cl:21])=[CH:23][CH:24]=1)=[O:36])([CH3:35])([CH3:33])[CH3:34]. The catalyst class is: 38. (6) Reactant: [CH2:1]([C:4]1([NH2:30])[CH2:9][CH2:8][CH:7]([O:10][C:11]2[CH:12]=[C:13]3[C:18](=[CH:19][C:20]=2[Cl:21])[C:17]([O:22][CH2:23][C:24]2[CH:29]=[CH:28][CH:27]=[CH:26][CH:25]=2)=[N:16][CH:15]=[CH:14]3)[CH2:6][CH2:5]1)[CH:2]=[CH2:3].[C:31](O[C:31]([O:33][C:34]([CH3:37])([CH3:36])[CH3:35])=[O:32])([O:33][C:34]([CH3:37])([CH3:36])[CH3:35])=[O:32].C(N(CC)CC)C. Product: [C:34]([O:33][C:31](=[O:32])[NH:30][C:4]1([CH2:1][CH:2]=[CH2:3])[CH2:5][CH2:6][CH:7]([O:10][C:11]2[CH:12]=[C:13]3[C:18](=[CH:19][C:20]=2[Cl:21])[C:17]([O:22][CH2:23][C:24]2[CH:29]=[CH:28][CH:27]=[CH:26][CH:25]=2)=[N:16][CH:15]=[CH:14]3)[CH2:8][CH2:9]1)([CH3:37])([CH3:36])[CH3:35]. The catalyst class is: 4. (7) Reactant: Br[CH2:2][C@@H:3]([OH:21])[CH2:4][O:5][C:6]1[CH:11]=[CH:10][CH:9]=[C:8]([C:12]2[C:17]([Cl:18])=[CH:16][CH:15]=[CH:14][C:13]=2[Cl:19])[C:7]=1O.BrC[C@@H](OC(=O)C)C[O:26]C1C(O)=C(C2C(Cl)=CC=CC=2Cl)C=C(F)C=1.[OH-].[Na+]. Product: [Cl:18][C:17]1[CH:16]=[CH:15][CH:14]=[C:13]([Cl:19])[C:12]=1[C:8]1[C:7]2[O:21][C@@H:3]([CH2:2][OH:26])[CH2:4][O:5][C:6]=2[CH:11]=[CH:10][CH:9]=1. The catalyst class is: 5.